From a dataset of Forward reaction prediction with 1.9M reactions from USPTO patents (1976-2016). Predict the product of the given reaction. (1) Given the reactants [OH:1][CH:2]1[CH2:20][CH:19]2[N:4]([C:5](=[O:39])[CH:6]([NH:31][C:32]([O:34][C:35]([CH3:38])([CH3:37])[CH3:36])=[O:33])[CH2:7][O:8][CH2:9][CH2:10][CH2:11][CH:12]=[CH:13][CH:14]3[C:16]([C:22]([NH:24][S:25]([CH:28]4[CH2:30][CH2:29]4)(=[O:27])=[O:26])=[O:23])([NH:17][C:18]2=[O:21])[CH2:15]3)[CH2:3]1.[O:40]([C:47]1[CH:52]=[CH:51][C:50]([N:53]=[C:54]=[O:55])=[CH:49][CH:48]=1)[C:41]1[CH:46]=[CH:45][CH:44]=[CH:43][CH:42]=1, predict the reaction product. The product is: [O:40]([C:47]1[CH:48]=[CH:49][C:50]([NH:53][C:54]([O:1][CH:2]2[CH2:20][CH:19]3[N:4]([C:5](=[O:39])[CH:6]([NH:31][C:32]([O:34][C:35]([CH3:36])([CH3:38])[CH3:37])=[O:33])[CH2:7][O:8][CH2:9][CH2:10][CH2:11][CH:12]=[CH:13][CH:14]4[C:16]([C:22]([NH:24][S:25]([CH:28]5[CH2:29][CH2:30]5)(=[O:26])=[O:27])=[O:23])([NH:17][C:18]3=[O:21])[CH2:15]4)[CH2:3]2)=[O:55])=[CH:51][CH:52]=1)[C:41]1[CH:42]=[CH:43][CH:44]=[CH:45][CH:46]=1. (2) Given the reactants I[C:2]1[CH:3]=[C:4]([CH:19]=[CH:20][CH:21]=1)[CH2:5][NH:6][C@@H:7]([C:9]1[C:18]2[C:13](=[CH:14][CH:15]=[CH:16][CH:17]=2)[CH:12]=[CH:11][CH:10]=1)[CH3:8].[CH3:22][C:23]([NH2:27])([CH3:26])[C:24]#[CH:25], predict the reaction product. The product is: [CH3:22][C:23]([NH2:27])([CH3:26])[C:24]#[C:25][C:2]1[CH:21]=[CH:20][CH:19]=[C:4]([CH2:5][NH:6][C@@H:7]([C:9]2[C:18]3[C:13](=[CH:14][CH:15]=[CH:16][CH:17]=3)[CH:12]=[CH:11][CH:10]=2)[CH3:8])[CH:3]=1. (3) Given the reactants Cl.[NH2:2][CH2:3][CH2:4][SH:5].C(N(CC)CC)C.C/C(/O[Si](C)(C)C)=N\[Si](C)(C)C.[C:25](Cl)([C:38]1[CH:43]=[CH:42][CH:41]=[CH:40][CH:39]=1)([C:32]1[CH:37]=[CH:36][CH:35]=[CH:34][CH:33]=1)[C:26]1[CH:31]=[CH:30][CH:29]=[CH:28][CH:27]=1, predict the reaction product. The product is: [C:25]([S:5][CH2:4][CH2:3][NH2:2])([C:26]1[CH:31]=[CH:30][CH:29]=[CH:28][CH:27]=1)([C:38]1[CH:39]=[CH:40][CH:41]=[CH:42][CH:43]=1)[C:32]1[CH:33]=[CH:34][CH:35]=[CH:36][CH:37]=1. (4) Given the reactants [C:1](=O)([O-])[O-].[K+].[K+].CI.[CH3:9][C:10]1([CH3:28])[CH2:14][C:13]2([CH2:19][CH2:18][C:17]([C:20]3[N:21](C)[N:22]=[CH:23][C:24]=3[CH:25]=[O:26])=[CH:16][CH2:15]2)[O:12][CH2:11]1, predict the reaction product. The product is: [CH3:9][C:10]1([CH3:28])[CH2:14][C:13]2([CH2:19][CH2:18][C:17]([C:20]3[C:24]([CH:25]=[O:26])=[CH:23][N:22]([CH3:1])[N:21]=3)=[CH:16][CH2:15]2)[O:12][CH2:11]1. (5) Given the reactants [NH2:1][C:2]1[N:3]([CH3:28])[C:4](=[O:27])[C@:5]2([N:26]=1)[C:14]1[C:9](=[CH:10][CH:11]=[C:12](Br)[CH:13]=1)[CH2:8][C@:7]([CH2:17][O:18][Si](C(C)(C)C)(C)C)([CH3:16])[CH2:6]2.[Cl:29][C:30]1[CH:31]=[C:32](B(O)O)[CH:33]=[N:34][CH:35]=1, predict the reaction product. The product is: [NH2:1][C:2]1[N:3]([CH3:28])[C:4](=[O:27])[C@:5]2([N:26]=1)[C:14]1[C:9](=[CH:10][CH:11]=[C:12]([C:32]3[CH:33]=[N:34][CH:35]=[C:30]([Cl:29])[CH:31]=3)[CH:13]=1)[CH2:8][C@:7]([CH2:17][OH:18])([CH3:16])[CH2:6]2. (6) Given the reactants [NH2:1][C:2]1[CH:7]=[C:6]([C:8]2[S:12][C:11]([CH2:13][C:14]([O:16]CC)=[O:15])=[N:10][C:9]=2[C:19]2[CH:24]=[CH:23][CH:22]=[C:21]([CH3:25])[CH:20]=2)[CH:5]=[CH:4][N:3]=1.[OH-].[Na+].Cl, predict the reaction product. The product is: [NH2:1][C:2]1[CH:7]=[C:6]([C:8]2[S:12][C:11]([CH2:13][C:14]([OH:16])=[O:15])=[N:10][C:9]=2[C:19]2[CH:24]=[CH:23][CH:22]=[C:21]([CH3:25])[CH:20]=2)[CH:5]=[CH:4][N:3]=1. (7) Given the reactants [F:1][C:2]([F:21])([F:20])[C:3]1[C:11]2[CH2:10][CH2:9][CH2:8][CH2:7][C:6]=2[N:5]([CH2:12][C:13]2[CH:19]=[CH:18][C:16]([NH2:17])=[CH:15][CH:14]=2)[N:4]=1.C(N(C(C)C)CC)(C)C.Cl[CH2:32][CH2:33][CH2:34][C:35](Cl)=[O:36].[H-].[Na+], predict the reaction product. The product is: [F:21][C:2]([F:1])([F:20])[C:3]1[C:11]2[CH2:10][CH2:9][CH2:8][CH2:7][C:6]=2[N:5]([CH2:12][C:13]2[CH:14]=[CH:15][C:16]([N:17]3[CH2:32][CH2:33][CH2:34][C:35]3=[O:36])=[CH:18][CH:19]=2)[N:4]=1. (8) Given the reactants [F:1][C:2]1[CH:3]=[CH:4][C:5]([CH3:9])=[C:6]([CH:8]=1)[NH2:7].[C:10](OC(=O)C)(=[O:12])[CH3:11], predict the reaction product. The product is: [F:1][C:2]1[CH:3]=[CH:4][C:5]([CH3:9])=[C:6]([NH:7][C:10](=[O:12])[CH3:11])[CH:8]=1.